Dataset: Forward reaction prediction with 1.9M reactions from USPTO patents (1976-2016). Task: Predict the product of the given reaction. (1) Given the reactants FC1C=C2C(C(I)=CN2S(C2C=CC=CC=2)(=O)=O)=CC=1.[F:21][C:22]1[CH:30]=[C:29]2[C:25]([C:26]([C:40]3[CH:41]=[CH:42][C:43]4[N:47]=[C:46]([CH2:48][NH:49][C:50](=[O:52])[CH3:51])[NH:45][C:44]=4[CH:53]=3)=[CH:27][N:28]2S(C2C=CC=CC=2)(=O)=O)=[CH:24][CH:23]=1, predict the reaction product. The product is: [F:21][C:22]1[CH:30]=[C:29]2[C:25]([C:26]([C:40]3[CH:41]=[CH:42][C:43]4[N:47]=[C:46]([CH2:48][NH:49][C:50](=[O:52])[CH3:51])[NH:45][C:44]=4[CH:53]=3)=[CH:27][NH:28]2)=[CH:24][CH:23]=1. (2) Given the reactants OCCCN1C=C(C2C=CC(N[C:22]3[C:27]([C:28]([F:31])([F:30])[F:29])=[CH:26][N:25]=[C:24]([NH:32][C:33]4[CH:47]=[CH:46][C:36]([CH2:37][P:38](=[O:45])([O:42][CH2:43][CH3:44])[O:39][CH2:40][CH3:41])=[CH:35][C:34]=4[O:48][CH3:49])[N:23]=3)=C3C=2CN(C)C3=O)C=N1.[NH2:50][C:51]1[C:52]([C:67]([NH:69][CH3:70])=[O:68])=[N:53][C:54]([C:57]2[C:58]([Cl:66])=[N:59][N:60]([CH2:62][CH2:63][CH2:64][OH:65])[CH:61]=2)=[CH:55][CH:56]=1, predict the reaction product. The product is: [Cl:66][C:58]1[C:57]([C:54]2[N:53]=[C:52]([C:67](=[O:68])[NH:69][CH3:70])[C:51]([NH:50][C:26]3[C:27]([C:28]([F:29])([F:30])[F:31])=[CH:22][N:23]=[C:24]([NH:32][C:33]4[CH:47]=[CH:46][C:36]([CH2:37][P:38](=[O:45])([O:42][CH2:43][CH3:44])[O:39][CH2:40][CH3:41])=[CH:35][C:34]=4[O:48][CH3:49])[N:25]=3)=[CH:56][CH:55]=2)=[CH:61][N:60]([CH2:62][CH2:63][CH2:64][OH:65])[N:59]=1.